Dataset: Forward reaction prediction with 1.9M reactions from USPTO patents (1976-2016). Task: Predict the product of the given reaction. Given the reactants Cl[CH2:2][C:3]([NH:5][C:6]1[CH:7]=[N:8][C:9]([N:12]2[C:16]([CH:17]3[CH2:19][CH2:18]3)=[CH:15][C:14]([C:20]([F:23])([F:22])[F:21])=[N:13]2)=[CH:10][CH:11]=1)=[O:4].[NH:24]1[C:28]2[CH:29]=[CH:30][CH:31]=[CH:32][C:27]=2[N:26]=[N:25]1.[H-].[Na+].O, predict the reaction product. The product is: [N:24]1[N:25]([CH2:2][C:3]([NH:5][C:6]2[CH:7]=[N:8][C:9]([N:12]3[C:16]([CH:17]4[CH2:19][CH2:18]4)=[CH:15][C:14]([C:20]([F:23])([F:22])[F:21])=[N:13]3)=[CH:10][CH:11]=2)=[O:4])[N:26]=[C:27]2[CH:32]=[CH:31][CH:30]=[CH:29][C:28]=12.